This data is from Forward reaction prediction with 1.9M reactions from USPTO patents (1976-2016). The task is: Predict the product of the given reaction. (1) Given the reactants [CH3:13][C:12]([O:11][C:9](O[C:9]([O:11][C:12]([CH3:15])([CH3:14])[CH3:13])=[O:10])=[O:10])([CH3:15])[CH3:14].Cl.[NH2:17][CH2:18][C:19]([CH3:29])([C:23]1[CH:28]=[CH:27][CH:26]=[CH:25][CH:24]=1)[C:20]([OH:22])=[O:21], predict the reaction product. The product is: [C:12]([O:11][C:9]([NH:17][CH2:18][C:19]([CH3:29])([C:23]1[CH:28]=[CH:27][CH:26]=[CH:25][CH:24]=1)[C:20]([OH:22])=[O:21])=[O:10])([CH3:13])([CH3:14])[CH3:15]. (2) The product is: [Cl:1][C:2]1[CH:3]=[C:4]([OH:21])[C:5]([NH:8][S:9]([CH2:12][C:13]2[CH:18]=[CH:17][CH:16]=[C:15]([Cl:20])[CH:14]=2)(=[O:11])=[O:10])=[N:6][CH:7]=1. Given the reactants [Cl:1][C:2]1[CH:3]=[C:4]([OH:21])[C:5]([NH:8][S:9]([CH2:12][C:13]2[CH:18]=[C:17](Cl)[CH:16]=[C:15]([Cl:20])[CH:14]=2)(=[O:11])=[O:10])=[N:6][CH:7]=1.ClC1C=C(CS(Cl)(=O)=O)C=CC=1.ClC1C=C(CS(Cl)(=O)=O)C=C(Cl)C=1.S(Cl)(Cl)(=O)=O, predict the reaction product. (3) Given the reactants [O:1]=[C:2]1[NH:8][C:7]2[CH:9]=[CH:10][CH:11]=[CH:12][C:6]=2[O:5][C@H:4]([C:13]2[CH:18]=[CH:17][CH:16]=[CH:15][CH:14]=2)[C@@H:3]1[NH:19][C:20](=[O:33])[C@H:21]([CH3:32])[NH:22][C:23](=[O:31])[CH2:24][C:25]1[CH:30]=[CH:29][CH:28]=[CH:27][CH:26]=1.[F:34]C1C=C(CC(O)=O)C=CC=1, predict the reaction product. The product is: [F:34][C:29]1[CH:30]=[C:25]([CH2:24][C:23]([NH:22][C@H:21]([C:20]([NH:19][C@@H:3]2[C:2](=[O:1])[NH:8][C:7]3[CH:9]=[CH:10][CH:11]=[CH:12][C:6]=3[O:5][C@@H:4]2[C:13]2[CH:18]=[CH:17][CH:16]=[CH:15][CH:14]=2)=[O:33])[CH3:32])=[O:31])[CH:26]=[CH:27][CH:28]=1. (4) Given the reactants [NH2:1][C:2]1[C:3]([NH:23][C:24]2[CH:25]=[C:26]([N:31]([CH3:39])[C:32](=[O:38])[O:33][C:34]([CH3:37])([CH3:36])[CH3:35])[CH:27]=[CH:28][C:29]=2[CH3:30])=[N:4][CH:5]=[N:6][C:7]=1[N:8]([CH2:16][C:17]1[CH:22]=[CH:21][CH:20]=[CH:19][CH:18]=1)[CH2:9][C:10]1[CH:15]=[CH:14][CH:13]=[CH:12][CH:11]=1.Cl[C:41](Cl)([O:43]C(=O)OC(Cl)(Cl)Cl)Cl, predict the reaction product. The product is: [CH2:9]([N:8]([CH2:16][C:17]1[CH:18]=[CH:19][CH:20]=[CH:21][CH:22]=1)[C:7]1[N:6]=[CH:5][N:4]=[C:3]2[C:2]=1[NH:1][C:41](=[O:43])[N:23]2[C:24]1[CH:25]=[C:26]([N:31]([CH3:39])[C:32](=[O:38])[O:33][C:34]([CH3:36])([CH3:35])[CH3:37])[CH:27]=[CH:28][C:29]=1[CH3:30])[C:10]1[CH:11]=[CH:12][CH:13]=[CH:14][CH:15]=1. (5) Given the reactants [NH2:1][C:2]1[C:3]([NH:10][C:11]2[CH:16]=[CH:15][C:14]([CH2:17][CH2:18][OH:19])=[CH:13][CH:12]=2)=[N:4][C:5]([CH3:9])=[CH:6][C:7]=1[CH3:8].[C:20](Cl)(=[O:24])[CH2:21][CH2:22][CH3:23], predict the reaction product. The product is: [C:20]([O:19][CH2:18][CH2:17][C:14]1[CH:15]=[CH:16][C:11]([N:10]2[C:3]3=[N:4][C:5]([CH3:9])=[CH:6][C:7]([CH3:8])=[C:2]3[N:1]=[C:3]2[CH2:2][CH2:7][CH3:6])=[CH:12][CH:13]=1)(=[O:24])[CH2:21][CH2:22][CH3:23].